From a dataset of Peptide-MHC class II binding affinity with 134,281 pairs from IEDB. Regression. Given a peptide amino acid sequence and an MHC pseudo amino acid sequence, predict their binding affinity value. This is MHC class II binding data. (1) The peptide sequence is QPFPKTVWEQILNTW. The MHC is HLA-DPA10201-DPB10501 with pseudo-sequence HLA-DPA10201-DPB10501. The binding affinity (normalized) is 0.323. (2) The peptide sequence is ALDVWALGLAIFEFV. The MHC is DRB1_1302 with pseudo-sequence DRB1_1302. The binding affinity (normalized) is 0.450.